This data is from Catalyst prediction with 721,799 reactions and 888 catalyst types from USPTO. The task is: Predict which catalyst facilitates the given reaction. (1) Reactant: Br[C:2]1[CH:7]=[CH:6][C:5]([C@@H:8]([C:21]2[S:22][CH:23]=[CH:24][CH:25]=2)[O:9][C@@H:10]([CH2:17][CH:18]([CH3:20])[CH3:19])[C:11]([NH:13][CH2:14][C:15]#[N:16])=[O:12])=[CH:4][CH:3]=1.[N:26]1([C:32]2[CH:37]=[CH:36][C:35](B(O)O)=[CH:34][CH:33]=2)[CH2:31][CH2:30][NH:29][CH2:28][CH2:27]1.C([O-])([O-])=O.[Na+].[Na+]. Product: [C:15]([CH2:14][NH:13][C:11](=[O:12])[C@@H:10]([O:9][C@@H:8]([C:5]1[CH:6]=[CH:7][C:2]([C:35]2[CH:34]=[CH:33][C:32]([N:26]3[CH2:27][CH2:28][NH:29][CH2:30][CH2:31]3)=[CH:37][CH:36]=2)=[CH:3][CH:4]=1)[C:21]1[S:22][CH:23]=[CH:24][CH:25]=1)[CH2:17][CH:18]([CH3:20])[CH3:19])#[N:16]. The catalyst class is: 3. (2) Reactant: [C:1]([O:5][C:6]([N:8]1[CH2:12][C@@H:11]([CH2:13][N:14]([C:25]2[CH:30]=[CH:29][C:28]([Cl:31])=[CH:27][CH:26]=2)[CH2:15][C:16]2[CH:21]=[CH:20][CH:19]=[C:18]([N+:22]([O-])=O)[CH:17]=2)[C@H:10]([CH2:32][C:33]2[CH:38]=[CH:37][CH:36]=[CH:35][CH:34]=2)[CH2:9]1)=[O:7])([CH3:4])([CH3:3])[CH3:2]. Product: [C:1]([O:5][C:6]([N:8]1[CH2:9][C@@H:10]([CH2:32][C:33]2[CH:38]=[CH:37][CH:36]=[CH:35][CH:34]=2)[C@H:11]([CH2:13][N:14]([CH2:15][C:16]2[CH:21]=[CH:20][CH:19]=[C:18]([NH2:22])[CH:17]=2)[C:25]2[CH:26]=[CH:27][C:28]([Cl:31])=[CH:29][CH:30]=2)[CH2:12]1)=[O:7])([CH3:4])([CH3:2])[CH3:3]. The catalyst class is: 181. (3) Reactant: [Cl:1][C:2]1[CH:3]=[N:4][CH:5]=[C:6]([Cl:26])[C:7]=1[NH:8][C:9]([C:11]1[C:12]2[N:13]([N:19]=[C:20]([C:22]([F:25])([F:24])[F:23])[CH:21]=2)[C:14]([CH:17]=[O:18])=[CH:15][CH:16]=1)=[O:10].[CH3:27][Mg]Br.[Cl-].[NH4+]. Product: [Cl:1][C:2]1[CH:3]=[N:4][CH:5]=[C:6]([Cl:26])[C:7]=1[NH:8][C:9]([C:11]1[C:12]2[N:13]([N:19]=[C:20]([C:22]([F:24])([F:23])[F:25])[CH:21]=2)[C:14]([CH:17]([OH:18])[CH3:27])=[CH:15][CH:16]=1)=[O:10]. The catalyst class is: 1. (4) Reactant: [Br:1][C:2]1[N:3]=[C:4]([CH:22]2[CH2:24][CH2:23]2)[N:5]([CH2:14][O:15][CH2:16][CH2:17][Si:18]([CH3:21])([CH3:20])[CH3:19])[C:6]=1[C:7]1[CH:12]=[CH:11][N:10]=[C:9](Cl)[N:8]=1.[NH2:25][CH2:26][CH2:27][C:28]#N.C(N(C(C)C)CC)(C)C.C([O-])([O-])=O.[Na+].[Na+]. Product: [Br:1][C:2]1[N:3]=[C:4]([CH:22]2[CH2:24][CH2:23]2)[N:5]([CH2:14][O:15][CH2:16][CH2:17][Si:18]([CH3:21])([CH3:20])[CH3:19])[C:6]=1[C:7]1[CH:12]=[CH:11][N:10]=[C:9]([CH2:28][CH2:27][C:26]#[N:25])[N:8]=1. The catalyst class is: 37. (5) Reactant: [Br:1][C:2]1[CH:3]=[C:4]2[NH:10][CH:9]=[C:8]([CH:11]=[O:12])[C:5]2=[N:6][CH:7]=1.[H-].[Na+].[F:15][C:16]1[CH:17]=[C:18]([S:22](Cl)(=[O:24])=[O:23])[CH:19]=[CH:20][CH:21]=1. Product: [Br:1][C:2]1[CH:3]=[C:4]2[N:10]([S:22]([C:18]3[CH:19]=[CH:20][CH:21]=[C:16]([F:15])[CH:17]=3)(=[O:24])=[O:23])[CH:9]=[C:8]([CH:11]=[O:12])[C:5]2=[N:6][CH:7]=1. The catalyst class is: 9.